Dataset: Full USPTO retrosynthesis dataset with 1.9M reactions from patents (1976-2016). Task: Predict the reactants needed to synthesize the given product. (1) Given the product [NH2:8][C:9]1[C:17]([CH3:18])=[C:16]([Br:19])[CH:15]=[CH:14][C:10]=1[C:11]([O:13][CH3:1])=[O:12], predict the reactants needed to synthesize it. The reactants are: [CH3:1][Si](C=[N+]=[N-])(C)C.[NH2:8][C:9]1[C:17]([CH3:18])=[C:16]([Br:19])[CH:15]=[CH:14][C:10]=1[C:11]([OH:13])=[O:12]. (2) Given the product [CH3:1][N:2]([CH3:3])[C:14]1([C:20]#[N:21])[CH2:15][CH2:16][CH:11]([CH2:10][O:9][CH2:8][C:7]#[C:6][C:5]([CH3:19])([CH3:18])[CH3:4])[CH2:12][CH2:13]1, predict the reactants needed to synthesize it. The reactants are: [CH3:1][NH:2][CH3:3].[CH3:4][C:5]([CH3:19])([CH3:18])[C:6]#[C:7][CH2:8][O:9][CH2:10][CH:11]1[CH2:16][CH2:15][C:14](=O)[CH2:13][CH2:12]1.[C-:20]#[N:21].[K+].Cl. (3) The reactants are: [C:1]1([OH:7])[CH:6]=[CH:5][CH:4]=[CH:3][CH:2]=1.[N+:8]([C:11]([CH3:16])([CH2:14][OH:15])[CH2:12][OH:13])([O-:10])=[O:9].[Na]. Given the product [CH3:16][C:11]([N+:8]([O-:10])=[O:9])([CH2:14][OH:15])[CH2:12][OH:13].[C:1]1([OH:7])[CH:6]=[CH:5][CH:4]=[CH:3][CH:2]=1, predict the reactants needed to synthesize it. (4) The reactants are: [Cl:1][C:2]1[S:3][C:4]([C:21]([N:23]([C:27]2[CH:32]=[CH:31][CH:30]=[C:29]([C:33]#[N:34])[C:28]=2[Cl:35])[CH:24]2[CH2:26][CH2:25]2)=[O:22])=[CH:5][C:6]=1[N:7]1[C:12](=[O:13])[C:11]2=[C:14]([C:17]([OH:19])=O)[S:15][CH:16]=[C:10]2[NH:9][C:8]1=[O:20].O[N:37]1C2C=CC=CC=2N=N1.[Cl-].[NH4+].Cl.C(N=C=NCCCN(C)C)C. Given the product [Cl:1][C:2]1[S:3][C:4]([C:21]([N:23]([C:27]2[CH:32]=[CH:31][CH:30]=[C:29]([C:33]#[N:34])[C:28]=2[Cl:35])[CH:24]2[CH2:26][CH2:25]2)=[O:22])=[CH:5][C:6]=1[N:7]1[C:12](=[O:13])[C:11]2=[C:14]([C:17]([NH2:37])=[O:19])[S:15][CH:16]=[C:10]2[NH:9][C:8]1=[O:20], predict the reactants needed to synthesize it. (5) Given the product [CH2:1]([OH:17])[CH2:2][CH2:3][CH2:4][CH2:5][CH2:6][CH2:7][CH2:8][CH2:9][CH2:10][CH2:11][CH2:12][CH2:13][CH2:14][CH:15]=[CH2:16], predict the reactants needed to synthesize it. The reactants are: [CH2:1]([O:17]CC1C=CC=CC=1)[CH2:2][CH2:3][CH2:4][CH2:5][CH2:6][CH2:7][CH2:8][CH2:9][CH2:10][CH2:11][CH2:12][CH2:13][CH2:14][CH:15]=[CH2:16].B(Cl)(Cl)Cl. (6) Given the product [C:1]([O:5][C:6](=[O:23])[N:7]([CH2:12][CH2:13][C:14]1[CH:19]=[CH:18][C:17]([Cl:20])=[C:16]([CH2:21][NH:27][CH:24]2[CH2:26][CH2:25]2)[CH:15]=1)[CH2:8][CH:9]([F:11])[F:10])([CH3:4])([CH3:3])[CH3:2], predict the reactants needed to synthesize it. The reactants are: [C:1]([O:5][C:6](=[O:23])[N:7]([CH2:12][CH2:13][C:14]1[CH:19]=[CH:18][C:17]([Cl:20])=[C:16]([CH:21]=O)[CH:15]=1)[CH2:8][CH:9]([F:11])[F:10])([CH3:4])([CH3:3])[CH3:2].[CH:24]1([NH2:27])[CH2:26][CH2:25]1.[BH4-].[Na+]. (7) The reactants are: [C:1]1([C:27]2[CH:32]=[CH:31][CH:30]=[CH:29][CH:28]=2)[CH:6]=[CH:5][C:4]([NH:7][C:8](=[O:26])[C:9]2[CH:14]=[CH:13][C:12]([OH:15])=[C:11]([NH:16][C:17](=[O:25])[CH2:18][N:19]3[CH2:24][CH2:23][O:22][CH2:21][CH2:20]3)[CH:10]=2)=[CH:3][CH:2]=1.I[CH2:34][CH3:35].C([O-])([O-])=O.[Cs+].[Cs+].O. Given the product [C:1]1([C:27]2[CH:28]=[CH:29][CH:30]=[CH:31][CH:32]=2)[CH:2]=[CH:3][C:4]([NH:7][C:8](=[O:26])[C:9]2[CH:14]=[CH:13][C:12]([O:15][CH2:34][CH3:35])=[C:11]([NH:16][C:17](=[O:25])[CH2:18][N:19]3[CH2:20][CH2:21][O:22][CH2:23][CH2:24]3)[CH:10]=2)=[CH:5][CH:6]=1, predict the reactants needed to synthesize it. (8) Given the product [Cl:1][C:2]1[CH:3]=[C:4]([S:9][C:10]2[N:14]([CH2:15][CH3:16])[N:13]=[C:12]([CH3:17])[C:11]=2[CH2:18][OH:19])[CH:5]=[C:6]([Cl:8])[CH:7]=1, predict the reactants needed to synthesize it. The reactants are: [Cl:1][C:2]1[CH:3]=[C:4]([S:9][C:10]2[N:14]([CH2:15][CH3:16])[N:13]=[C:12]([CH3:17])[C:11]=2[CH:18]=[O:19])[CH:5]=[C:6]([Cl:8])[CH:7]=1.[BH4-].[Na+].O. (9) Given the product [CH:20]([NH:16][C:13]([C@H:8]1[CH2:9][CH2:10][CH:11]([CH3:12])[N:7]1[C:5]([O:4][CH2:1][CH:2]=[CH2:3])=[O:6])=[O:15])([CH3:21])[CH3:19], predict the reactants needed to synthesize it. The reactants are: [CH2:1]([O:4][C:5]([N:7]1[CH:11]([CH3:12])[CH2:10][CH2:9][C@@H:8]1[C:13]([OH:15])=O)=[O:6])[CH:2]=[CH2:3].[N:16]1(O)[C:20]2[CH:21]=CC=C[C:19]=2N=N1.Cl.CN(C)CCCN=C=NCC.C(N)(C)C. (10) The reactants are: [Cl:1][C:2]1[CH:3]=[C:4]([CH:7]=[CH:8][C:9]=1[Cl:10])[CH2:5][NH2:6].[Cl:11][C:12]1[CH:17]=[N:16][CH:15]=[C:14](Cl)[N:13]=1. Given the product [Cl:11][C:12]1[N:13]=[C:14]([NH:6][CH2:5][C:4]2[CH:7]=[CH:8][C:9]([Cl:10])=[C:2]([Cl:1])[CH:3]=2)[CH:15]=[N:16][CH:17]=1, predict the reactants needed to synthesize it.